From a dataset of Experimental lipophilicity measurements (octanol/water distribution) for 4,200 compounds from AstraZeneca. Regression/Classification. Given a drug SMILES string, predict its absorption, distribution, metabolism, or excretion properties. Task type varies by dataset: regression for continuous measurements (e.g., permeability, clearance, half-life) or binary classification for categorical outcomes (e.g., BBB penetration, CYP inhibition). For this dataset (lipophilicity_astrazeneca), we predict Y. (1) The drug is Nc1nc2nc(-c3cccs3)cc(C(F)(F)F)n2n1. The Y is 2.01 logD. (2) The compound is NS(=O)(=O)c1nc2ccccc2s1. The Y is 1.35 logD. (3) The compound is COc1ccc(NC(=O)c2ccnc(N)n2)cc1. The Y is 1.72 logD. (4) The drug is CN[C@@H](C)C(=O)N[C@H](C(=O)N[C@H]1CCCN(CCCc2ccccc2)C1)C1CCCCC1. The Y is 2.60 logD. (5) The molecule is Nc1ncnc2nc(-c3ccc(N4CCOCC4)nc3)cc(-c3cccc(Br)c3)c12. The Y is 3.20 logD.